From a dataset of Reaction yield outcomes from USPTO patents with 853,638 reactions. Predict the reaction yield, written as a fraction of the theoretical maximum amount of product (1.0 means a 100% yield; for example, 0.34 means a 34% yield). (1) The catalyst is C(Cl)(Cl)Cl.O. The product is [Cl:1][C:2]1[N:7]=[CH:6][N+:5]([O-:20])=[C:4]2[CH2:8][CH2:9][C@@H:10]([CH3:11])[C:3]=12. The reactants are [Cl:1][C:2]1[C:3]2[C@H:10]([CH3:11])[CH2:9][CH2:8][C:4]=2[N:5]=[CH:6][N:7]=1.C1C=C(Cl)C=C(C(OO)=[O:20])C=1.[O-]S([O-])(=S)=O.[Na+].[Na+].C([O-])([O-])=O.[Na+].[Na+]. The yield is 0.530. (2) The reactants are Br[CH2:2][CH2:3][N:4]([C:9]1[CH:10]=[C:11]2[C:15](=[CH:16][CH:17]=1)[C:14](=[O:18])[N:13]([CH2:19][C:20]([O:22][C:23]([CH3:26])([CH3:25])[CH3:24])=[O:21])[C:12]2=[O:27])[S:5]([CH3:8])(=[O:7])=[O:6].C([O-])([O-])=O.[K+].[K+].[CH3:34][N:35]1[CH2:40][CH2:39][NH:38][CH2:37][CH2:36]1. The yield is 0.477. The catalyst is C(#N)C. The product is [CH3:34][N:35]1[CH2:40][CH2:39][N:38]([CH2:2][CH2:3][N:4]([C:9]2[CH:10]=[C:11]3[C:15](=[CH:16][CH:17]=2)[C:14](=[O:18])[N:13]([CH2:19][C:20]([O:22][C:23]([CH3:26])([CH3:25])[CH3:24])=[O:21])[C:12]3=[O:27])[S:5]([CH3:8])(=[O:7])=[O:6])[CH2:37][CH2:36]1. (3) The reactants are [F:1][C:2]1[CH:3]=[CH:4][C:5]([C:12]2[NH:16][N:15]=[CH:14][CH:13]=2)=[C:6]([CH:11]=1)[C:7]([O:9]C)=[O:8].[Li+].[OH-]. The catalyst is CCO. The product is [F:1][C:2]1[CH:3]=[CH:4][C:5]([C:12]2[NH:16][N:15]=[CH:14][CH:13]=2)=[C:6]([CH:11]=1)[C:7]([OH:9])=[O:8]. The yield is 0.440. (4) The reactants are [C:1]([O:4][C:5]1[CH:6]=[C:7]2[C:12](=[CH:13][CH:14]=1)[N:11]=[C:10]([C:15]1[CH:20]=[CH:19][CH:18]=[C:17]([N+:21]([O-:23])=[O:22])[CH:16]=1)[N:9]=[C:8]2Cl)(=[O:3])[CH3:2].[NH2:25][C:26]1[CH:27]=[C:28]2[C:32](=[CH:33][CH:34]=1)[N:31]([C:35]([O:37][C:38]([CH3:41])([CH3:40])[CH3:39])=[O:36])[N:30]=[CH:29]2. The catalyst is CC(O)C. The product is [C:1]([O:4][C:5]1[CH:6]=[C:7]2[C:12](=[CH:13][CH:14]=1)[N:11]=[C:10]([C:15]1[CH:20]=[CH:19][CH:18]=[C:17]([N+:21]([O-:23])=[O:22])[CH:16]=1)[N:9]=[C:8]2[NH:25][C:26]1[CH:27]=[C:28]2[C:32](=[CH:33][CH:34]=1)[N:31]([C:35]([O:37][C:38]([CH3:41])([CH3:40])[CH3:39])=[O:36])[N:30]=[CH:29]2)(=[O:3])[CH3:2]. The yield is 0.840. (5) The catalyst is CN(C=O)C. The product is [CH3:1][O:2][C:3]([C:5]1[S:6][C:7]([C:27]2[CH2:32][CH2:31][CH2:30][CH2:29][CH:28]=2)=[CH:8][C:9]=1[N:10]([C@H:20]1[CH2:25][CH2:24][C@H:23]([O:26][CH3:34])[CH2:22][CH2:21]1)[C:11]([C@H:13]1[CH2:14][CH2:15][C@H:16]([CH3:19])[CH2:17][CH2:18]1)=[O:12])=[O:4]. The reactants are [CH3:1][O:2][C:3]([C:5]1[S:6][C:7]([C:27]2[CH2:32][CH2:31][CH2:30][CH2:29][CH:28]=2)=[CH:8][C:9]=1[N:10]([C@H:20]1[CH2:25][CH2:24][C@H:23]([OH:26])[CH2:22][CH2:21]1)[C:11]([C@H:13]1[CH2:18][CH2:17][C@H:16]([CH3:19])[CH2:15][CH2:14]1)=[O:12])=[O:4].I[CH3:34].[H-].[Na+]. The yield is 0.830. (6) The reactants are Cl.[Br:2][C:3]1[CH:10]=[CH:9][CH:8]=[CH:7][C:4]=1[CH2:5][NH2:6].[C:11](=[O:14])(O)[O-:12].[Na+]. The catalyst is C(OCC)(=O)C.O. The product is [C:4]([O:12][C:11](=[O:14])[NH:6][CH2:5][C:4]1[CH:7]=[CH:8][CH:9]=[CH:10][C:3]=1[Br:2])([CH3:7])([CH3:5])[CH3:3]. The yield is 0.950. (7) The reactants are Cl[C:2]1[N:7]=[CH:6][N:5]=[C:4]([N:8]2[C:12](=[O:13])[C:11]([CH3:14])=[C:10]([O:15][CH3:16])[CH:9]2[OH:17])[CH:3]=1.[NH:18]1[CH2:23][CH2:22][CH2:21][CH2:20][CH2:19]1.C(OCC)C. The catalyst is CN(C)C=O.O. The product is [OH:17][CH:9]1[C:10]([O:15][CH3:16])=[C:11]([CH3:14])[C:12](=[O:13])[N:8]1[C:4]1[CH:3]=[C:2]([N:18]2[CH2:23][CH2:22][CH2:21][CH2:20][CH2:19]2)[N:7]=[CH:6][N:5]=1. The yield is 0.440.